This data is from Forward reaction prediction with 1.9M reactions from USPTO patents (1976-2016). The task is: Predict the product of the given reaction. (1) Given the reactants [C:1]([O:5][C:6]([N:8]1[CH2:12][C@H:11]([O:13][C:14]2[CH:19]=[CH:18][CH:17]=[C:16]([O:20][CH3:21])[CH:15]=2)[CH2:10][C@@H:9]1[C@@H:22]([OH:34])[C@@H:23]([NH2:33])[CH2:24][C:25]1[CH:30]=[C:29]([F:31])[CH:28]=[C:27]([F:32])[CH:26]=1)=[O:7])([CH3:4])([CH3:3])[CH3:2].CN1CC[O:39][CH2:38][CH2:37]1.ClCCl, predict the reaction product. The product is: [C:1]([O:5][C:6]([N:8]1[CH2:12][C@H:11]([O:13][C:14]2[CH:19]=[CH:18][CH:17]=[C:16]([O:20][CH3:21])[CH:15]=2)[CH2:10][C@@H:9]1[C@@H:22]([OH:34])[C@@H:23]([NH:33][C:38](=[O:39])[CH3:37])[CH2:24][C:25]1[CH:30]=[C:29]([F:31])[CH:28]=[C:27]([F:32])[CH:26]=1)=[O:7])([CH3:4])([CH3:2])[CH3:3]. (2) Given the reactants [CH2:1]([C:3]1[O:4][C:5]2[CH:11]=[CH:10][C:9]([CH2:12]O)=[CH:8][C:6]=2[N:7]=1)[CH3:2].C1C=CC(P(C2C=CC=CC=2)C2C=CC=CC=2)=CC=1.[Cl:33][C:34]1[C:35]2[C:36](=[N:40][NH:41][CH:42]=2)[N:37]=[CH:38][N:39]=1.CCOC(/N=N/C(OCC)=O)=O, predict the reaction product. The product is: [Cl:33][C:34]1[C:35]2[C:36](=[N:40][N:41]([CH2:12][C:9]3[CH:10]=[CH:11][C:5]4[O:4][C:3]([CH2:1][CH3:2])=[N:7][C:6]=4[CH:8]=3)[CH:42]=2)[N:37]=[CH:38][N:39]=1. (3) Given the reactants Cl[C:2]1[C:7](Cl)=[CH:6][CH:5]=C[C:3]=1[N:9]1[CH2:14][CH2:13][N:12]([CH2:15][CH2:16][CH2:17][CH2:18][O:19][C:20]2[CH:29]=[CH:28][C:27]3[C:22](=[C:23]([OH:30])[CH:24]=[CH:25][CH:26]=3)[N:21]=2)[CH2:11][CH2:10]1.[N:31]1C=CC=CC=1N1CCNCC1, predict the reaction product. The product is: [N:31]1[CH:5]=[CH:6][CH:7]=[CH:2][C:3]=1[N:9]1[CH2:14][CH2:13][N:12]([CH2:15][CH2:16][CH2:17][CH2:18][O:19][C:20]2[CH:29]=[CH:28][C:27]3[C:22](=[C:23]([OH:30])[CH:24]=[CH:25][CH:26]=3)[N:21]=2)[CH2:11][CH2:10]1. (4) Given the reactants [OH:1][C@@H:2]1[CH2:7][CH2:6][CH2:5][CH2:4][C@H:3]1[NH:8][C:9]1[S:10][C:11]2[CH:17]=[C:16]([CH2:18][N:19]3[C:23]4=[N:24][CH:25]=[C:26]([C:28](OC)=[O:29])[CH:27]=[C:22]4[N:21]=[CH:20]3)[CH:15]=[CH:14][C:12]=2[N:13]=1.[H-].C([Al+]CC(C)C)C(C)C.Cl, predict the reaction product. The product is: [OH:29][CH2:28][C:26]1[CH:27]=[C:22]2[N:21]=[CH:20][N:19]([CH2:18][C:16]3[CH:15]=[CH:14][C:12]4[N:13]=[C:9]([NH:8][C@@H:3]5[CH2:4][CH2:5][CH2:6][CH2:7][C@H:2]5[OH:1])[S:10][C:11]=4[CH:17]=3)[C:23]2=[N:24][CH:25]=1. (5) Given the reactants Cl[C:2]1([C:13]2[CH:18]=[CH:17][CH:16]=[CH:15][C:14]=2[O:19][CH3:20])[C:10]2[C:5](=[CH:6][CH:7]=[C:8]([Cl:11])[CH:9]=2)[NH:4][C:3]1=[O:12].FC(F)(F)C(O)=O.[NH2:28][C@@H:29]([CH3:35])[C:30]([N:32]([CH3:34])[CH3:33])=[O:31], predict the reaction product. The product is: [Cl:11][C:8]1[CH:9]=[C:10]2[C:5](=[CH:6][CH:7]=1)[NH:4][C:3](=[O:12])[C:2]2([NH:28][C@@H:29]([CH3:35])[C:30]([N:32]([CH3:34])[CH3:33])=[O:31])[C:13]1[CH:18]=[CH:17][CH:16]=[CH:15][C:14]=1[O:19][CH3:20]. (6) Given the reactants [CH3:1][C:2]1[CH:3]=[CH:4][C:5]2[NH:6][C:7]3[C:12]([C:13]=2[CH:14]=1)=[CH:11][C:10]([CH3:15])=[CH:9][CH:8]=3.I[C:17]1[CH:22]=[CH:21][C:20]([O:23][CH3:24])=[CH:19][CH:18]=1.P([O-])([O-])([O-])=O.[K+].[K+].[K+].N[C@@H]1CCCC[C@H]1N, predict the reaction product. The product is: [CH3:1][C:2]1[CH:3]=[CH:4][C:5]2[N:6]([C:17]3[CH:22]=[CH:21][C:20]([O:23][CH3:24])=[CH:19][CH:18]=3)[C:7]3[C:12]([C:13]=2[CH:14]=1)=[CH:11][C:10]([CH3:15])=[CH:9][CH:8]=3. (7) Given the reactants [NH2:1][C:2]1[S:3][C:4]([C:11](=O)[CH2:12]Br)=[C:5]([C:7]([F:10])([F:9])[F:8])[N:6]=1.[CH:15]([O:18][C:19]1[CH:27]=[CH:26][C:22]([C:23]([NH2:25])=[O:24])=[CH:21][C:20]=1[NH:28][C:29]([NH2:31])=[S:30])([CH3:17])[CH3:16], predict the reaction product. The product is: [NH2:1][C:2]1[S:3][C:4]([C:11]2[N:31]=[C:29]([NH:28][C:20]3[CH:21]=[C:22]([CH:26]=[CH:27][C:19]=3[O:18][CH:15]([CH3:17])[CH3:16])[C:23]([NH2:25])=[O:24])[S:30][CH:12]=2)=[C:5]([C:7]([F:10])([F:9])[F:8])[N:6]=1. (8) Given the reactants [CH:1](=[C:6]1[CH2:10][CH2:9][CH2:8][C:7]1=[O:11])[CH2:2][CH2:3][CH2:4][CH3:5].II, predict the reaction product. The product is: [CH2:1]([C:6]1[C:7](=[O:11])[CH2:8][CH2:9][CH:10]=1)[CH2:2][CH2:3][CH2:4][CH3:5].